Dataset: Forward reaction prediction with 1.9M reactions from USPTO patents (1976-2016). Task: Predict the product of the given reaction. (1) Given the reactants CO[CH:3](OC)[CH2:4][S:5][C:6]1[NH:7][C:8](=[O:13])[NH:9][C:10](=[O:12])[CH:11]=1.C[Si](I)(C)C, predict the reaction product. The product is: [S:5]1[C:6]2[N:7]([C:8](=[O:13])[NH:9][C:10](=[O:12])[CH:11]=2)[CH:3]=[CH:4]1. (2) Given the reactants CS[C:3]1[S:4]/[C:5](=[CH:9]\[C:10]2[CH:11]=[C:12]3[C:17](=[CH:18][CH:19]=2)[N:16]=[CH:15][CH:14]=[CH:13]3)/[C:6](=[O:8])[N:7]=1.[CH3:20][O:21][C:22]1[CH:27]=[CH:26][C:25]([C@@H:28]([NH2:30])[CH3:29])=[CH:24][CH:23]=1.CCN(C(C)C)C(C)C, predict the reaction product. The product is: [CH3:20][O:21][C:22]1[CH:27]=[CH:26][C:25]([C@@H:28]([NH:30][C:3]2[S:4]/[C:5](=[CH:9]\[C:10]3[CH:11]=[C:12]4[C:17](=[CH:18][CH:19]=3)[N:16]=[CH:15][CH:14]=[CH:13]4)/[C:6](=[O:8])[N:7]=2)[CH3:29])=[CH:24][CH:23]=1. (3) Given the reactants CON(C)[C:4]([C:6]1[C:7]([NH2:15])=[N:8][C:9]([S:12][CH2:13][CH3:14])=[N:10][CH:11]=1)=[O:5].Br[C:18]1[S:19][CH:20]=[CH:21][C:22]=1[CH3:23], predict the reaction product. The product is: [NH2:15][C:7]1[C:6]([C:4]([C:18]2[S:19][CH:20]=[CH:21][C:22]=2[CH3:23])=[O:5])=[CH:11][N:10]=[C:9]([S:12][CH2:13][CH3:14])[N:8]=1. (4) Given the reactants [Cl:1][S:2]([OH:5])(=O)=[O:3].Cl[C:7]1[C:15](F)=[CH:14][CH:13]=[C:12]2[C:8]=1CCN2[C@H]1CCN([C:7]2[CH:15]=[CH:14][CH:13]=[CH:12][CH:8]=2)C1=O, predict the reaction product. The product is: [C:7]1([S:2]([Cl:1])(=[O:5])=[O:3])[CH:15]=[CH:14][CH:13]=[CH:12][CH:8]=1. (5) Given the reactants [N:1]1[C:10]2[CH:9]([NH:11][CH2:12][C:13]3[N:17]([CH2:18][CH2:19][C:20]#[N:21])[C:16]4[CH:22]=[CH:23][CH:24]=[CH:25][C:15]=4[N:14]=3)[CH2:8][CH2:7][CH2:6][C:5]=2[CH:4]=[CH:3][CH:2]=1.[CH:26](=O)[CH3:27].[BH-](OC(C)=O)(OC(C)=O)OC(C)=O.[Na+].CC(O)=O, predict the reaction product. The product is: [CH2:26]([N:11]([CH2:12][C:13]1[N:17]([CH2:18][CH2:19][C:20]#[N:21])[C:16]2[CH:22]=[CH:23][CH:24]=[CH:25][C:15]=2[N:14]=1)[CH:9]1[C:10]2[N:1]=[CH:2][CH:3]=[CH:4][C:5]=2[CH2:6][CH2:7][CH2:8]1)[CH3:27]. (6) Given the reactants [CH3:1][O:2][C:3]1[CH:4]=[C:5]2[C:10](=[CH:11][C:12]=1[O:13][CH3:14])[N:9]=[CH:8][N:7]=[C:6]2[O:15][C:16]1[CH:22]=[CH:21][C:19]([NH2:20])=[C:18]([F:23])[CH:17]=1.ClC(Cl)(O[C:28](=[O:34])OC(Cl)(Cl)Cl)Cl.Cl.[CH2:37]([NH2:40])[CH:38]=[CH2:39].CO, predict the reaction product. The product is: [CH2:37]([NH:40][C:28]([NH:20][C:19]1[CH:21]=[CH:22][C:16]([O:15][C:6]2[C:5]3[C:10](=[CH:11][C:12]([O:13][CH3:14])=[C:3]([O:2][CH3:1])[CH:4]=3)[N:9]=[CH:8][N:7]=2)=[CH:17][C:18]=1[F:23])=[O:34])[CH:38]=[CH2:39].